Dataset: Forward reaction prediction with 1.9M reactions from USPTO patents (1976-2016). Task: Predict the product of the given reaction. (1) Given the reactants [Br:1][C:2]1[CH:3]=[CH:4][C:5]([O:8][C:9]2[CH:16]=[CH:15][C:12]([CH:13]=O)=[CH:11][CH:10]=2)=[N:6][CH:7]=1.[CH2:17]([NH2:22])[CH2:18][CH:19]([CH3:21])[CH3:20].[BH-](OC(C)=O)(OC(C)=O)OC(C)=O.[Na+].C(O)(=O)C, predict the reaction product. The product is: [Br:1][C:2]1[CH:3]=[CH:4][C:5]([O:8][C:9]2[CH:16]=[CH:15][C:12]([CH2:13][NH:22][CH2:17][CH2:18][CH:19]([CH3:21])[CH3:20])=[CH:11][CH:10]=2)=[N:6][CH:7]=1. (2) Given the reactants [CH2:1]([OH:5])[CH2:2][C:3]#[CH:4].[N:6]([CH2:9][CH2:10][CH2:11][Br:12])=[N+:7]=[N-:8].O=C1O[C@H]([C@H](CO)O)C([O-])=C1O.[Na+], predict the reaction product. The product is: [Br:12][CH2:11][CH2:10][CH2:9][N:6]1[CH:4]=[C:3]([CH2:2][CH2:1][OH:5])[N:8]=[N:7]1. (3) Given the reactants Cl.Cl[C:3]1[N:8]=[C:7]([NH:9][CH:10]2[CH2:15][C:14]([CH3:17])([CH3:16])[N:13]([CH3:18])[C:12]([CH3:20])([CH3:19])[CH2:11]2)[C:6]([F:21])=[CH:5][N:4]=1.[CH:22]1([C:25]2[C:30]([N:31]3[CH:35]=[N:34][N:33]=[N:32]3)=[CH:29][C:28]([NH2:36])=[C:27]([F:37])[CH:26]=2)[CH2:24][CH2:23]1.[OH2:38].C1(C)C=CC(S(O)(=O)=O)=CC=1, predict the reaction product. The product is: [NH3:4].[CH3:3][OH:38].[CH:22]1([C:25]2[C:30]([N:31]3[CH:35]=[N:34][N:33]=[N:32]3)=[CH:29][C:28]([NH:36][C:3]3[N:8]=[C:7]([NH:9][CH:10]4[CH2:15][C:14]([CH3:17])([CH3:16])[N:13]([CH3:18])[C:12]([CH3:20])([CH3:19])[CH2:11]4)[C:6]([F:21])=[CH:5][N:4]=3)=[C:27]([F:37])[CH:26]=2)[CH2:24][CH2:23]1. (4) Given the reactants Br[C:2]1[CH:3]=[C:4]([C:8]2([CH3:15])[CH2:13][O:12][CH2:11][C:10]([NH2:14])=[N:9]2)[CH:5]=[CH:6][CH:7]=1.C(=O)([O-])O.[Na+].[F:21][C:22]1[CH:27]=[C:26]([F:28])[CH:25]=[CH:24][C:23]=1B(O)O, predict the reaction product. The product is: [F:21][C:22]1[CH:27]=[C:26]([F:28])[CH:25]=[CH:24][C:23]=1[C:2]1[CH:7]=[CH:6][CH:5]=[C:4]([C:8]2([CH3:15])[CH2:13][O:12][CH2:11][C:10]([NH2:14])=[N:9]2)[CH:3]=1. (5) Given the reactants Br[C:2]1[CH:3]=[C:4]([CH2:9][C:10]#[N:11])[CH:5]=[C:6]([F:8])[CH:7]=1.[CH3:12][C:13]1([CH3:27])[C:18]2[CH:19]=[C:20](B(O)O)[CH:21]=[CH:22][C:17]=2[NH:16][C:15](=[O:26])[O:14]1, predict the reaction product. The product is: [CH3:12][C:13]1([CH3:27])[O:14][C:15](=[O:26])[NH:16][C:17]2[CH:22]=[CH:21][C:20]([C:2]3[CH:3]=[C:4]([CH2:9][C:10]#[N:11])[CH:5]=[C:6]([F:8])[CH:7]=3)=[CH:19][C:18]1=2.